This data is from Catalyst prediction with 721,799 reactions and 888 catalyst types from USPTO. The task is: Predict which catalyst facilitates the given reaction. (1) Reactant: [Cl:1][C:2]1[N:7]=[C:6](Cl)[CH:5]=[CH:4][N:3]=1.[NH2:9][C:10]1[CH:15]=[CH:14][CH:13]=[CH:12][N:11]=1.CCN(C(C)C)C(C)C. Product: [Cl:1][C:2]1[N:7]=[C:6]([NH:9][C:10]2[CH:15]=[CH:14][CH:13]=[CH:12][N:11]=2)[CH:5]=[CH:4][N:3]=1. The catalyst class is: 41. (2) Reactant: [NH2:1][C:2]1[C:11]([Cl:12])=[C:10]([Cl:13])[CH:9]=[CH:8][C:3]=1[C:4]([O:6][CH3:7])=[O:5].[CH3:14][S:15](Cl)(=[O:17])=[O:16]. Product: [Cl:12][C:11]1[C:2]([NH:1][S:15]([CH3:14])(=[O:17])=[O:16])=[C:3]([CH:8]=[CH:9][C:10]=1[Cl:13])[C:4]([O:6][CH3:7])=[O:5]. The catalyst class is: 6. (3) Reactant: O[C:2]([CH3:18])([CH3:17])[C@H:3]([NH:8][C:9](=[O:16])[C:10]1[CH:15]=[CH:14][CH:13]=[CH:12][CH:11]=1)[CH2:4][CH2:5][S:6][CH3:7].N1CCCN2CCCCCC=12.FC(F)(S(F)(=O)=O)C(F)(F)C(F)(F)C(F)(F)F. Product: [CH3:17][C:2]1([CH3:18])[O:16][C:9]([C:10]2[CH:15]=[CH:14][CH:13]=[CH:12][CH:11]=2)=[N:8][C@@H:3]1[CH2:4][CH2:5][S:6][CH3:7]. The catalyst class is: 4. (4) Reactant: [CH2:1]([Sn:5](=[O:10])[CH2:6][CH2:7][CH2:8][CH3:9])[CH2:2][CH2:3][CH3:4].[OH:11][C:12]([C:23]1[CH:28]=[CH:27][CH:26]=[CH:25][CH:24]=1)([CH2:21]O)[C:13]([C:15]1[CH:20]=[CH:19][CH:18]=[CH:17][CH:16]=1)=[O:14]. Product: [CH2:1]([Sn:5]1([CH2:6][CH2:7][CH2:8][CH3:9])[O:11][C:12]([C:13](=[O:14])[C:15]2[CH:20]=[CH:19][CH:18]=[CH:17][CH:16]=2)([C:23]2[CH:28]=[CH:27][CH:26]=[CH:25][CH:24]=2)[CH2:21][O:10]1)[CH2:2][CH2:3][CH3:4]. The catalyst class is: 11.